From a dataset of Catalyst prediction with 721,799 reactions and 888 catalyst types from USPTO. Predict which catalyst facilitates the given reaction. (1) Reactant: S=[C:2]1[CH2:6][S:5][C:4](=[O:7])[NH:3]1.[CH3:8][N:9]([CH3:17])[C:10](=[O:16])[C@H:11]([CH2:13][O:14][CH3:15])[NH2:12]. Product: [CH3:8][N:9]([CH3:17])[C:10](=[O:16])[C@H:11]([CH2:13][O:14][CH3:15])[NH:12][C:2]1[CH2:6][S:5][C:4](=[O:7])[N:3]=1. The catalyst class is: 8. (2) Reactant: N(OCCC(C)C)=O.N[C:10]1[C:15]([C:16]#[N:17])=[C:14]([C:18]2[CH:23]=[CH:22][C:21]([O:24][CH2:25][C@@H:26]([OH:29])[CH2:27][OH:28])=[CH:20][CH:19]=2)[C:13]([C:30]#[N:31])=[C:12]([S:32][CH2:33][C:34]2[N:35]=[C:36]([C:39]3[CH:44]=[CH:43][C:42]([Cl:45])=[CH:41][CH:40]=3)[O:37][CH:38]=2)[N:11]=1.[ClH:46]. Product: [Cl:46][C:10]1[C:15]([C:16]#[N:17])=[C:14]([C:18]2[CH:23]=[CH:22][C:21]([O:24][CH2:25][C@@H:26]([OH:29])[CH2:27][OH:28])=[CH:20][CH:19]=2)[C:13]([C:30]#[N:31])=[C:12]([S:32][CH2:33][C:34]2[N:35]=[C:36]([C:39]3[CH:40]=[CH:41][C:42]([Cl:45])=[CH:43][CH:44]=3)[O:37][CH:38]=2)[N:11]=1. The catalyst class is: 879.